From a dataset of Forward reaction prediction with 1.9M reactions from USPTO patents (1976-2016). Predict the product of the given reaction. (1) Given the reactants C(O[C@@H:5]1[CH2:14][C:9]2([CH2:13][CH2:12][CH2:11][CH2:10]2)[C@@H:8]([C:15]([O:17][CH2:18]C)=[O:16])[C:7]([CH3:20])=[CH:6]1)(=O)C.C1CCN2C(=NCCC2)CC1, predict the reaction product. The product is: [CH3:20][C:7]1[CH:6]=[CH:5][CH2:14][C:9]2([CH2:10][CH2:11][CH2:12][CH2:13]2)[C:8]=1[C:15]([O:17][CH3:18])=[O:16]. (2) Given the reactants Br[CH2:2][C:3]1[CH:12]=[C:11]([N+:13]([O-:15])=[O:14])[CH:10]=[CH:9][C:4]=1[C:5](OC)=[O:6].[CH3:16][NH2:17].CO, predict the reaction product. The product is: [CH3:16][N:17]1[CH2:2][C:3]2[C:4](=[CH:9][CH:10]=[C:11]([N+:13]([O-:15])=[O:14])[CH:12]=2)[C:5]1=[O:6]. (3) Given the reactants Cl[C:2]1[N:3]=[C:4]([C:18]2[CH:23]=[C:22]([S:24][CH3:25])[N:21]=[C:20]([CH3:26])[N:19]=2)[C:5]([NH:8][C:9]2[CH:10]=[N:11][C:12]([O:16][CH3:17])=[C:13]([F:15])[CH:14]=2)=[N:6][CH:7]=1.C1(P(C2CCCCC2)C2C=CC=CC=2C2C(C(C)C)=CC(C(C)C)=CC=2C(C)C)CCCCC1.[F-].[Cs+].C([Sn](CCCC)(CCCC)[C:68]([O:70]CC)=[CH2:69])CCC, predict the reaction product. The product is: [F:15][C:13]1[CH:14]=[C:9]([NH:8][C:5]2[N:6]=[CH:7][C:2]([C:68](=[O:70])[CH3:69])=[N:3][C:4]=2[C:18]2[CH:23]=[C:22]([S:24][CH3:25])[N:21]=[C:20]([CH3:26])[N:19]=2)[CH:10]=[N:11][C:12]=1[O:16][CH3:17]. (4) The product is: [OH:18][CH2:19][CH:20]([NH:22][S:23]([C:26]1[CH:31]=[CH:30][C:29]([C:2]2[C:3]3[C:4]4[CH:17]=[CH:16][S:15][C:5]=4[C:6](=[O:14])[NH:7][C:8]=3[CH:9]=[CH:10][C:11]=2[O:12][CH3:13])=[CH:28][CH:27]=1)(=[O:25])=[O:24])[CH3:21]. Given the reactants Br[C:2]1[C:3]2[C:4]3[CH:17]=[CH:16][S:15][C:5]=3[C:6](=[O:14])[NH:7][C:8]=2[CH:9]=[CH:10][C:11]=1[O:12][CH3:13].[OH:18][CH2:19][CH:20]([NH:22][S:23]([C:26]1[CH:31]=[CH:30][C:29](B2OC(C)(C)C(C)(C)O2)=[CH:28][CH:27]=1)(=[O:25])=[O:24])[CH3:21], predict the reaction product. (5) Given the reactants [I:1][C:2]1[C:3]([C:7]([F:10])([F:9])[F:8])=[N:4][NH:5][CH:6]=1.C(=O)([O-])[O-].[K+].[K+].F[C:18]1[CH:28]=[CH:27][C:21]([C:22]([O:24][CH2:25][CH3:26])=[O:23])=[C:20]([C:29]([F:32])([F:31])[F:30])[CH:19]=1, predict the reaction product. The product is: [I:1][C:2]1[C:3]([C:7]([F:10])([F:9])[F:8])=[N:4][N:5]([C:18]2[CH:28]=[CH:27][C:21]([C:22]([O:24][CH2:25][CH3:26])=[O:23])=[C:20]([C:29]([F:30])([F:32])[F:31])[CH:19]=2)[CH:6]=1. (6) Given the reactants [Br:1][C:2]1[CH:7]=[CH:6][C:5]([O:8][CH2:9][CH3:10])=[CH:4][C:3]=1[CH2:11][C:12](N(OC)C)=[O:13].[CH2:18]([Mg]Br)[CH3:19], predict the reaction product. The product is: [Br:1][C:2]1[CH:7]=[CH:6][C:5]([O:8][CH2:9][CH3:10])=[CH:4][C:3]=1[CH2:11][C:12](=[O:13])[CH2:18][CH3:19]. (7) Given the reactants [C:1]([O:5][C:6]([N:8]1[CH2:13]CC(=O)[CH2:10][CH2:9]1)=[O:7])([CH3:4])([CH3:3])[CH3:2].[H-].[Na+].I[CH3:18].[O:19]1[CH2:23][CH2:22][CH2:21]C1, predict the reaction product. The product is: [C:1]([O:5][C:6]([N:8]1[CH2:9][CH2:10][C:23](=[O:19])[C:22]([CH3:21])([CH3:18])[CH2:13]1)=[O:7])([CH3:4])([CH3:3])[CH3:2]. (8) Given the reactants [Cl:1][C:2]1[CH:7]=[C:6]([O:8][CH3:9])[CH:5]=[CH:4][C:3]=1[CH2:10][C:11]([NH:13][CH3:14])=[O:12].C1C(=O)N([Br:22])C(=O)C1.C(OOCC1C=CC=CC=1)C1C=CC=CC=1, predict the reaction product. The product is: [Br:22][CH:10]([C:3]1[CH:4]=[CH:5][C:6]([O:8][CH3:9])=[CH:7][C:2]=1[Cl:1])[C:11]([NH:13][CH3:14])=[O:12]. (9) Given the reactants [CH2:1]([C:4]([CH2:15][CH:16]=[CH2:17])([C:10]([O:12][CH2:13][CH3:14])=[O:11])[C:5]([O:7][CH2:8][CH3:9])=[O:6])C=C.CCCCCCCCCCCCCCCC, predict the reaction product. The product is: [C:4]1([C:5]([O:7][CH2:8][CH3:9])=[O:6])([C:10]([O:12][CH2:13][CH3:14])=[O:11])[CH2:1][CH:17]=[CH:16][CH2:15]1.